This data is from Retrosynthesis with 50K atom-mapped reactions and 10 reaction types from USPTO. The task is: Predict the reactants needed to synthesize the given product. (1) Given the product Cc1[nH]nc(N)c1-c1nc2cc(F)c(CN(C)C)cc2s1, predict the reactants needed to synthesize it. The reactants are: CNC.Cc1[nH]nc(N)c1-c1nc2cc(F)c(CO)cc2s1. (2) Given the product C[C@@H](O)[C@H]1C(=O)N2C(C(=O)OCOC(=O)C(C)(C)C)=C(c3ccc(N4CCOC4=O)cc3)C[C@H]12, predict the reactants needed to synthesize it. The reactants are: CC(C)(C)C(=O)OCI.C[C@@H](O)[C@H]1C(=O)N2C(C(=O)[O-])=C(c3ccc(N4CCOC4=O)cc3)C[C@H]12.